From a dataset of Reaction yield outcomes from USPTO patents with 853,638 reactions. Predict the reaction yield, written as a fraction of the theoretical maximum amount of product (1.0 means a 100% yield; for example, 0.34 means a 34% yield). The reactants are [NH:1]1[CH2:6][CH2:5][CH:4]([NH:7]C(=O)OC(C)(C)C)[CH2:3][CH2:2]1.[CH:15]1([NH:18][C:19]([NH:21][C:22]2[CH:27]=[CH:26][C:25]([O:28][C:29]3[CH:34]=[CH:33][N:32]=[C:31]4[CH:35]=[C:36]([C:38]5[CH:43]=[CH:42][C:41]([CH:44]=O)=[CH:40][N:39]=5)[S:37][C:30]=34)=[C:24]([F:46])[CH:23]=2)=[O:20])[CH2:17][CH2:16]1.[BH-](OC(C)=O)(OC(C)=O)OC(C)=O.[Na+].C([O-])(O)=O.[Na+]. The catalyst is CN1C(=O)CCC1.CC(O)=O. The product is [NH2:7][CH:4]1[CH2:3][CH2:2][N:1]([CH2:44][C:41]2[CH:42]=[CH:43][C:38]([C:36]3[S:37][C:30]4[C:31](=[N:32][CH:33]=[CH:34][C:29]=4[O:28][C:25]4[CH:26]=[CH:27][C:22]([NH:21][C:19]([NH:18][CH:15]5[CH2:16][CH2:17]5)=[O:20])=[CH:23][C:24]=4[F:46])[CH:35]=3)=[N:39][CH:40]=2)[CH2:6][CH2:5]1. The yield is 0.514.